This data is from Catalyst prediction with 721,799 reactions and 888 catalyst types from USPTO. The task is: Predict which catalyst facilitates the given reaction. (1) Reactant: Cl.Cl[C:3]1[C:4]2[CH2:18][CH2:17][N:16]([C@@:19]3([CH3:31])[CH2:23][CH2:22][N:21]([C:24]([O:26][C:27]([CH3:30])([CH3:29])[CH3:28])=[O:25])[CH2:20]3)[C:5]=2[N:6]=[C:7]([N:9]2[CH2:14][CH2:13][O:12][CH2:11][C@@H:10]2[CH3:15])[N:8]=1.CC1(C)C(C)(C)OB([C:40]2[CH:41]=[N:42][C:43]([NH2:46])=[N:44][CH:45]=2)O1.C([O-])([O-])=O.[Na+].[Na+]. Product: [NH2:46][C:43]1[N:44]=[CH:45][C:40]([C:3]2[C:4]3[CH2:18][CH2:17][N:16]([C@@:19]4([CH3:31])[CH2:23][CH2:22][N:21]([C:24]([O:26][C:27]([CH3:29])([CH3:30])[CH3:28])=[O:25])[CH2:20]4)[C:5]=3[N:6]=[C:7]([N:9]3[CH2:14][CH2:13][O:12][CH2:11][C@@H:10]3[CH3:15])[N:8]=2)=[CH:41][N:42]=1. The catalyst class is: 368. (2) Reactant: C1(P(C2C=CC=CC=2)C2C=CC=CC=2)C=CC=CC=1.N(C(OC(C)C)=O)=NC([O:24][CH:25](C)[CH3:26])=O.[CH:34]([C@H:47]1[N:52]2[CH2:53][C@H:54]([OH:56])[CH2:55][C@H:51]2[CH2:50][N:49]([C:57]([O:59][C:60]([CH3:63])([CH3:62])[CH3:61])=[O:58])[CH2:48]1)([C:41]1[CH:46]=[CH:45][CH:44]=[CH:43][CH:42]=1)[C:35]1[CH:40]=[CH:39][CH:38]=[CH:37][CH:36]=1.C(=O)([O-])O.[Na+]. Product: [C:25]([O:56][C@@H:54]1[CH2:53][N:52]2[C@H:47]([CH:34]([C:41]3[CH:42]=[CH:43][CH:44]=[CH:45][CH:46]=3)[C:35]3[CH:40]=[CH:39][CH:38]=[CH:37][CH:36]=3)[CH2:48][N:49]([C:57]([O:59][C:60]([CH3:63])([CH3:62])[CH3:61])=[O:58])[CH2:50][C@@H:51]2[CH2:55]1)(=[O:24])[CH3:26]. The catalyst class is: 506. (3) Reactant: Cl.[Cl:2][C:3]1[CH:8]=[CH:7][CH:6]=[CH:5][C:4]=1[NH:9][NH2:10].Cl.[C:12]([OH:16])(=[O:15])[CH:13]=O. Product: [Cl:2][C:3]1[CH:8]=[CH:7][CH:6]=[CH:5][C:4]=1[NH:9]/[N:10]=[CH:13]/[C:12]([OH:16])=[O:15]. The catalyst class is: 6. (4) Reactant: [O:1]=[C:2]1[NH:7][C:6]2[CH:8]=[C:9]([CH2:12][N:13]3[CH2:18][CH2:17][N:16]([C:19]4[CH:27]=[CH:26][C:22]([C:23](O)=[O:24])=[CH:21][N:20]=4)[CH2:15][CH2:14]3)[CH:10]=[N:11][C:5]=2[N:4]2[CH2:28][CH2:29][CH2:30][C@@H:3]12.[CH3:31][CH:32]([NH2:34])[CH3:33].CCN(C(C)C)C(C)C.CN(C(ON1N=NC2C=CC=NC1=2)=[N+](C)C)C.F[P-](F)(F)(F)(F)F. Product: [CH:32]([NH:34][C:23](=[O:24])[C:22]1[CH:26]=[CH:27][C:19]([N:16]2[CH2:15][CH2:14][N:13]([CH2:12][C:9]3[CH:10]=[N:11][C:5]4[N:4]5[CH2:28][CH2:29][CH2:30][C@H:3]5[C:2](=[O:1])[NH:7][C:6]=4[CH:8]=3)[CH2:18][CH2:17]2)=[N:20][CH:21]=1)([CH3:33])[CH3:31]. The catalyst class is: 3. (5) Reactant: [C:1]([O-])(=O)[CH2:2][CH2:3][CH3:4].[Na+].[H-].[Na+].[C:10]([N:17](CCCl)[CH2:18]CCl)([O:12][C:13]([CH3:16])([CH3:15])[CH3:14])=[O:11].O. Product: [C:10]([N:17]1[CH2:18][CH2:4][CH2:3][CH2:2][CH2:1]1)([O:12][C:13]([CH3:16])([CH3:15])[CH3:14])=[O:11]. The catalyst class is: 9. (6) Reactant: [NH2:1][C:2](=[N:42][OH:43])[C:3]1[CH:4]=[CH:5][C:6]([CH3:41])=[C:7]([N:9]([CH2:26][C:27]([N:29]([N:31]2[CH2:39][C:38]3[C:33](=[CH:34][CH:35]=[C:36]([F:40])[CH:37]=3)[CH2:32]2)[CH3:30])=[O:28])[CH2:10][C:11]([NH:13][CH2:14][CH2:15][N:16]([C:19]([O:21][C:22]([CH3:25])([CH3:24])[CH3:23])=[O:20])[CH2:17][CH3:18])=[O:12])[CH:8]=1.[O-2].[Mg+2].[Cl:46][CH2:47][C:48](Cl)=O. Product: [Cl:46][CH2:47][C:48]1[O:43][N:42]=[C:2]([C:3]2[CH:4]=[CH:5][C:6]([CH3:41])=[C:7]([N:9]([CH2:26][C:27]([N:29]([N:31]3[CH2:39][C:38]4[C:33](=[CH:34][CH:35]=[C:36]([F:40])[CH:37]=4)[CH2:32]3)[CH3:30])=[O:28])[CH2:10][C:11]([NH:13][CH2:14][CH2:15][N:16]([C:19]([O:21][C:22]([CH3:25])([CH3:23])[CH3:24])=[O:20])[CH2:17][CH3:18])=[O:12])[CH:8]=2)[N:1]=1. The catalyst class is: 155.